Predict the product of the given reaction. From a dataset of Forward reaction prediction with 1.9M reactions from USPTO patents (1976-2016). (1) Given the reactants [Cl:1][C:2]1[CH:3]=[C:4](B(O)O)[CH:5]=[CH:6][CH:7]=1.[Cl:11][C:12]1[C:13]([C:19]#[N:20])=[N:14][CH:15]=[C:16](Cl)[CH:17]=1.CN(C)C=O.CCCCCCC, predict the reaction product. The product is: [Cl:1][C:2]1[CH:3]=[C:4]([C:16]2[CH:17]=[C:12]([Cl:11])[C:13]([C:19]#[N:20])=[N:14][CH:15]=2)[CH:5]=[CH:6][CH:7]=1. (2) The product is: [Cl:5][C:6]1[CH:11]=[CH:10][C:9]([C:12]2[C:22]([CH:23]([OH:24])[C:25]3[N:30]=[C:29]([C:31]([O:33][CH3:34])=[O:32])[CH:28]=[CH:27][CH:26]=3)=[C:15]3[CH:16]=[CH:17][C:18]([O:20][CH3:21])=[CH:19][N:14]3[N:13]=2)=[CH:8][CH:7]=1. Given the reactants CO.[BH4-].[Na+].[Cl:5][C:6]1[CH:11]=[CH:10][C:9]([C:12]2[C:22]([C:23]([C:25]3[N:30]=[C:29]([C:31]([O:33][CH3:34])=[O:32])[CH:28]=[CH:27][CH:26]=3)=[O:24])=[C:15]3[CH:16]=[CH:17][C:18]([O:20][CH3:21])=[CH:19][N:14]3[N:13]=2)=[CH:8][CH:7]=1.[Cl-].[NH4+], predict the reaction product. (3) The product is: [CH2:1]([O:3][C:4]([C:6]1[C:7]([CH3:38])=[C:8]2[C:13](=[CH:14][C:15]=1[CH3:16])[N:12]=[C:11]([CH2:17][O:18][C:19](=[O:75])[NH:53][CH2:49][CH3:45])[N:10]([C:26]1[CH:31]=[CH:30][CH:29]=[CH:28][C:27]=1[S:32](=[O:36])(=[O:35])[NH:33][CH3:34])[C:9]2=[O:37])=[O:5])[CH3:2]. Given the reactants [CH2:1]([O:3][C:4]([C:6]1[C:7]([CH3:38])=[C:8]2[C:13](=[CH:14][C:15]=1[CH3:16])[N:12]=[C:11]([CH2:17][O:18][CH2:19]C1C=CC=CC=1)[N:10]([C:26]1[CH:31]=[CH:30][CH:29]=[CH:28][C:27]=1[S:32](=[O:36])(=[O:35])[NH:33][CH3:34])[C:9]2=[O:37])=[O:5])[CH3:2].C(OC(=O)C1C(C)=C[C:49]([NH:53]C(=O)COCC2C=CC=CC=2)=[C:45](C(O)=O)C=1C)C.NC1C=CC=CC=1S(NC)(=O)=[O:75].P(Cl)(Cl)Cl.C([O-])(O)=O.[Na+], predict the reaction product. (4) Given the reactants Br[C:2]1[C:11]2[C:6](=[C:7]([C:14]#[N:15])[CH:8]=[C:9]([O:12][CH3:13])[CH:10]=2)[C:5](=[O:16])[N:4]([C:17]2[CH:22]=[CH:21][C:20]([O:23][CH3:24])=[CH:19][CH:18]=2)[CH:3]=1.C(=O)([O-])[O-].[Cs+].[Cs+].[F:31][C:32]1[CH:33]=[C:34](B2OC(C)(C)C(C)(C)O2)[CH:35]=[CH:36][C:37]=1[C:38]([F:41])([F:40])[F:39], predict the reaction product. The product is: [F:31][C:32]1[CH:33]=[C:34]([C:2]2[C:11]3[C:6](=[C:7]([C:14]#[N:15])[CH:8]=[C:9]([O:12][CH3:13])[CH:10]=3)[C:5](=[O:16])[N:4]([C:17]3[CH:22]=[CH:21][C:20]([O:23][CH3:24])=[CH:19][CH:18]=3)[CH:3]=2)[CH:35]=[CH:36][C:37]=1[C:38]([F:39])([F:40])[F:41].